Predict the product of the given reaction. From a dataset of Forward reaction prediction with 1.9M reactions from USPTO patents (1976-2016). (1) Given the reactants C(=O)([O-])[O-].[Cs+].[Cs+].[NH2:7][C:8]1[CH:9]=[C:10]([SH:14])[CH:11]=[CH:12][CH:13]=1.Cl[C:16]1[C:25]2[C:20](=[CH:21][C:22]([O:29][CH3:30])=[C:23]([O:26][CH2:27][CH3:28])[CH:24]=2)[N:19]=[CH:18][N:17]=1, predict the reaction product. The product is: [CH2:27]([O:26][C:23]1[CH:24]=[C:25]2[C:20](=[CH:21][C:22]=1[O:29][CH3:30])[N:19]=[CH:18][N:17]=[C:16]2[S:14][C:10]1[CH:9]=[C:8]([CH:13]=[CH:12][CH:11]=1)[NH2:7])[CH3:28]. (2) Given the reactants C[O:2][C:3](=[O:43])[CH2:4][CH2:5][C@@H:6]1[CH2:11][C@H:10]([O:12][C:13]2[C:14]3[C:21]([C:22]4[CH:27]=[CH:26][C:25]([O:28][CH3:29])=[CH:24][CH:23]=4)=[C:20]([C:30]4[CH:35]=[CH:34][CH:33]=[CH:32][CH:31]=4)[O:19][C:15]=3[N:16]=[CH:17][N:18]=2)[CH2:9][CH2:8][N:7]1[C:36]([O:38][C:39]([CH3:42])([CH3:41])[CH3:40])=[O:37].[OH-].[Na+].Cl, predict the reaction product. The product is: [C:39]([O:38][C:36]([N:7]1[CH2:8][CH2:9][C@@H:10]([O:12][C:13]2[C:14]3[C:21]([C:22]4[CH:23]=[CH:24][C:25]([O:28][CH3:29])=[CH:26][CH:27]=4)=[C:20]([C:30]4[CH:31]=[CH:32][CH:33]=[CH:34][CH:35]=4)[O:19][C:15]=3[N:16]=[CH:17][N:18]=2)[CH2:11][C@H:6]1[CH2:5][CH2:4][C:3]([OH:43])=[O:2])=[O:37])([CH3:42])([CH3:40])[CH3:41].